From a dataset of Full USPTO retrosynthesis dataset with 1.9M reactions from patents (1976-2016). Predict the reactants needed to synthesize the given product. (1) Given the product [NH:18]1[CH:22]=[CH:21][N:20]=[C:19]1[C:23]1[C:35]2[C:34]3[C:29](=[CH:30][CH:31]=[CH:32][CH:33]=3)[C:28](=[O:36])[C:27]=2[CH:26]=[CH:25][CH:24]=1, predict the reactants needed to synthesize it. The reactants are: C(Cl)(=O)C(Cl)=O.CS(C)=O.FC(F)(F)C([O-])=O.[NH:18]1[CH2:22][CH2:21][N:20]=[C:19]1[C:23]1[C:35]2[C:34]3[C:29](=[CH:30][CH:31]=[CH:32][CH:33]=3)[C:28](=[O:36])[C:27]=2[CH:26]=[CH:25][CH:24]=1. (2) Given the product [NH2:26][C@@H:21]1[CH2:22][CH2:23][CH2:24][CH2:25][C@@H:20]1[NH:19][C:17]1[C:16]2[C:11](=[CH:12][CH:13]=[C:14]([CH3:34])[CH:15]=2)[N:10]=[C:9]([NH2:8])[N:18]=1, predict the reactants needed to synthesize it. The reactants are: COC1C=CC(C[NH:8][C:9]2[N:18]=[C:17]([NH:19][C@H:20]3[CH2:25][CH2:24][CH2:23][CH2:22][C@H:21]3[NH:26]C(=O)OC(C)(C)C)[C:16]3[C:11](=[CH:12][CH:13]=[C:14]([CH3:34])[CH:15]=3)[N:10]=2)=CC=1.